This data is from hERG potassium channel inhibition data for cardiac toxicity prediction from Karim et al.. The task is: Regression/Classification. Given a drug SMILES string, predict its toxicity properties. Task type varies by dataset: regression for continuous values (e.g., LD50, hERG inhibition percentage) or binary classification for toxic/non-toxic outcomes (e.g., AMES mutagenicity, cardiotoxicity, hepatotoxicity). Dataset: herg_karim. (1) The drug is CC(C)c1cccc(N2CCN(CCN3Cc4ccccc4C3)C2=O)c1. The result is 1 (blocker). (2) The molecule is CCc1oc(CCc2cc(N3CCOCC3)cc(NC(C)C)n2)nc1C. The result is 1 (blocker).